From a dataset of Full USPTO retrosynthesis dataset with 1.9M reactions from patents (1976-2016). Predict the reactants needed to synthesize the given product. (1) Given the product [C:1]([O:5][C:6](=[O:15])[NH:7][C@H:8]([CH:13]([C:18]#[N:19])[OH:14])[CH2:9][CH2:10][CH2:11][CH3:12])([CH3:2])([CH3:3])[CH3:4], predict the reactants needed to synthesize it. The reactants are: [C:1]([O:5][C:6](=[O:15])[NH:7][C@H:8]([CH:13]=[O:14])[CH2:9][CH2:10][CH2:11][CH3:12])([CH3:4])([CH3:3])[CH3:2].CC(C)(O)[C:18]#[N:19].C(N(CC)CC)C. (2) Given the product [CH2:13]([O:20][C:21]1[C:26]([CH:27]([C:2]2[CH:7]=[CH:6][C:5]([O:8][CH3:9])=[CH:4][CH:3]=2)[OH:28])=[C:25]([CH3:29])[CH:24]=[C:23]([CH3:30])[N:22]=1)[C:14]1[CH:15]=[CH:16][CH:17]=[CH:18][CH:19]=1, predict the reactants needed to synthesize it. The reactants are: Br[C:2]1[CH:7]=[CH:6][C:5]([O:8][CH3:9])=[CH:4][CH:3]=1.[Mg].II.[CH2:13]([O:20][C:21]1[C:26]([CH:27]=[O:28])=[C:25]([CH3:29])[CH:24]=[C:23]([CH3:30])[N:22]=1)[C:14]1[CH:19]=[CH:18][CH:17]=[CH:16][CH:15]=1.[Cl-].[NH4+]. (3) Given the product [CH3:10][O:11][C:12](=[O:19])[C:13]([CH3:18])([CH3:17])[CH2:14]/[CH:15]=[N:8]/[CH2:7][C:6]([O:5][C:1]([CH3:4])([CH3:3])[CH3:2])=[O:9], predict the reactants needed to synthesize it. The reactants are: [C:1]([O:5][C:6](=[O:9])[CH2:7][NH2:8])([CH3:4])([CH3:3])[CH3:2].[CH3:10][O:11][C:12](=[O:19])[C:13]([CH3:18])([CH3:17])[CH2:14][CH:15]=O.